Task: Predict the product of the given reaction.. Dataset: Forward reaction prediction with 1.9M reactions from USPTO patents (1976-2016) (1) Given the reactants [OH:1][C:2]1[CH:3]=[C:4]([CH3:10])[C:5](C#N)=[N:6][CH:7]=1.[C:11](=[O:14])([O-])[O-:12].[Cs+].[Cs+].FC(F)(F)S(O[CH2:23][C:24]([F:27])([F:26])[F:25])(=O)=O, predict the reaction product. The product is: [CH3:10][C:4]1[C:5]([C:11]([OH:12])=[O:14])=[N:6][CH:7]=[C:2]([O:1][CH2:23][C:24]([F:27])([F:26])[F:25])[CH:3]=1. (2) Given the reactants C[O:2][CH:3](OC)[CH2:4][CH2:5][N:6]1[CH:11]=[C:10]([C:12]2[CH:17]=[CH:16][N:15]=[CH:14][C:13]=2[F:18])[C:9](=[O:19])[NH:8][C:7]1=[O:20], predict the reaction product. The product is: [F:18][C:13]1[CH:14]=[N:15][CH:16]=[CH:17][C:12]=1[C:10]1[C:9](=[O:19])[NH:8][C:7](=[O:20])[N:6]([CH2:5][CH2:4][CH:3]=[O:2])[CH:11]=1. (3) Given the reactants [C:1]([C:3]1[CH:13]=[CH:12][C:6]([CH2:7][S:8](O)(=[O:10])=[O:9])=[CH:5][CH:4]=1)#[N:2].[Na].P(Cl)(Cl)(Cl)(Cl)[Cl:16], predict the reaction product. The product is: [C:1]([C:3]1[CH:13]=[CH:12][C:6]([CH2:7][S:8]([Cl:16])(=[O:10])=[O:9])=[CH:5][CH:4]=1)#[N:2]. (4) Given the reactants Br[C:2]1[N:6]2[CH:7]=[CH:8][CH:9]=[CH:10][C:5]2=[C:4]([C:11]([O:13][CH2:14][CH3:15])=[O:12])[N:3]=1.[CH3:16][C:17]1(C)[C:21](C)(C)OB(C(C)=C)O1.[O-]P([O-])([O-])=O.[K+].[K+].[K+], predict the reaction product. The product is: [CH2:16]=[C:17]([C:2]1[N:6]2[CH:7]=[CH:8][CH:9]=[CH:10][C:5]2=[C:4]([C:11]([O:13][CH2:14][CH3:15])=[O:12])[N:3]=1)[CH3:21]. (5) The product is: [CH:31]([NH:27][C:21]([C:17]1[N:18]([CH3:20])[N:19]=[C:15](/[CH:14]=[CH:13]\[C:12]2[C:8]([C:5]3[CH:4]=[CH:3][C:2]([F:1])=[CH:7][CH:6]=3)=[N:9][O:10][C:11]=2[CH3:24])[CH:16]=1)=[O:22])([CH3:32])[CH3:30]. Given the reactants [F:1][C:2]1[CH:7]=[CH:6][C:5]([C:8]2[C:12](/[CH:13]=[CH:14]\[C:15]3[CH:16]=[C:17]([C:21](O)=[O:22])[N:18]([CH3:20])[N:19]=3)=[C:11]([CH3:24])[O:10][N:9]=2)=[CH:4][CH:3]=1.O.O[N:27]1[C:31]2[CH:32]=CC=C[C:30]=2N=N1.C(N(C(C)C)C(C)C)C.C(N)(C)C.[Cl-].[Na+], predict the reaction product.